From a dataset of Catalyst prediction with 721,799 reactions and 888 catalyst types from USPTO. Predict which catalyst facilitates the given reaction. (1) The catalyst class is: 42. Product: [C:1]1([C:11]([N:13]2[C:17](=[O:18])[C:16]([C:19]3[CH:24]=[CH:23][CH:22]=[CH:21][CH:20]=3)([C:25]3[CH:30]=[CH:29][CH:28]=[CH:27][CH:26]=3)[N:15]([CH2:33][C:34]([O:36][CH2:37][CH3:38])=[O:35])[C:14]2=[O:31])=[O:12])[C:10]2[C:5](=[CH:6][CH:7]=[CH:8][CH:9]=2)[CH:4]=[CH:3][CH:2]=1. Reactant: [C:1]1([C:11]([N:13]2[C:17](=[O:18])[C:16]([C:25]3[CH:30]=[CH:29][CH:28]=[CH:27][CH:26]=3)([C:19]3[CH:24]=[CH:23][CH:22]=[CH:21][CH:20]=3)[NH:15][C:14]2=[O:31])=[O:12])[C:10]2[C:5](=[CH:6][CH:7]=[CH:8][CH:9]=2)[CH:4]=[CH:3][CH:2]=1.Br[CH2:33][C:34]([O:36][CH2:37][CH3:38])=[O:35].C(=O)([O-])[O-].[K+].[K+].O. (2) Reactant: [NH2:1][C:2]1[CH:26]=[CH:25][CH:24]=[CH:23][C:3]=1[CH2:4][O:5][NH:6][C:7](=[O:22])[C:8]1[CH:13]=[CH:12][CH:11]=[CH:10][C:9]=1[NH:14][CH2:15][C:16]1[CH:21]=[CH:20][N:19]=[CH:18][CH:17]=1.C(N(CC)CC)C.[C:34]1([S:40](Cl)(=[O:42])=[O:41])[CH:39]=[CH:38][CH:37]=[CH:36][CH:35]=1. Product: [C:34]1([S:40]([NH:1][C:2]2[CH:26]=[CH:25][CH:24]=[CH:23][C:3]=2[CH2:4][O:5][NH:6][C:7](=[O:22])[C:8]2[CH:13]=[CH:12][CH:11]=[CH:10][C:9]=2[NH:14][CH2:15][C:16]2[CH:17]=[CH:18][N:19]=[CH:20][CH:21]=2)(=[O:42])=[O:41])[CH:39]=[CH:38][CH:37]=[CH:36][CH:35]=1. The catalyst class is: 4. (3) Reactant: [N:1]1[CH:6]=[CH:5][CH:4]=[CH:3][C:2]=1[CH2:7][O:8][C:9]1[CH:19]=[CH:18][C:12]([C:13]([O:15]CC)=[O:14])=[CH:11][CH:10]=1.[OH-].[Na+]. Product: [N:1]1[CH:6]=[CH:5][CH:4]=[CH:3][C:2]=1[CH2:7][O:8][C:9]1[CH:19]=[CH:18][C:12]([C:13]([OH:15])=[O:14])=[CH:11][CH:10]=1. The catalyst class is: 14. (4) Reactant: [F:1][CH:2]([F:23])[O:3][C:4]1[CH:9]=[CH:8][C:7]([C:10]2[CH:11]=[C:12]3[C:16](=[CH:17][CH:18]=2)[C:15](=[O:19])[O:14][CH2:13]3)=[C:6]([OH:20])[C:5]=1[O:21][CH3:22].[C:24](=[O:27])([O-])[O-].[K+].[K+].Br[CH2:31][C:32]1([CH3:36])[CH2:35]O[CH2:33]1. Product: [F:23][CH:2]([F:1])[O:3][C:4]1[CH:9]=[CH:8][C:7]([C:10]2[CH:11]=[C:12]3[C:16](=[CH:17][CH:18]=2)[C:15](=[O:19])[O:14][CH2:13]3)=[C:6]([O:20][CH2:31][C:32]([CH3:36])([CH3:35])[CH2:33][O:27][CH3:24])[C:5]=1[O:21][CH3:22]. The catalyst class is: 10. (5) The catalyst class is: 182. Product: [CH3:19][C:10]1[CH:15]=[CH:14][C:13]([C:16]([C:6]2[NH:5][CH:9]=[CH:8][CH:7]=2)=[O:17])=[CH:12][CH:11]=1. Reactant: C(Br)C.[Mg].[NH:5]1[CH:9]=[CH:8][CH:7]=[CH:6]1.[C:10]1([CH3:19])[CH:15]=[CH:14][C:13]([C:16](Cl)=[O:17])=[CH:12][CH:11]=1.Cl.